From a dataset of Full USPTO retrosynthesis dataset with 1.9M reactions from patents (1976-2016). Predict the reactants needed to synthesize the given product. (1) Given the product [NH2:11][C:9]1[CH:8]=[CH:7][C:4]([C:5]#[N:6])=[C:3]([O:2][CH3:1])[CH:10]=1, predict the reactants needed to synthesize it. The reactants are: [CH3:1][O:2][C:3]1[CH:10]=[C:9]([N+:11]([O-])=O)[CH:8]=[CH:7][C:4]=1[C:5]#[N:6]. (2) Given the product [CH2:1]([NH:3][S:4]([C:7]1[CH:12]=[CH:11][C:10]([C:35]2[CH:36]=[C:31]3[N:30]=[C:29]([CH2:28][CH2:27][C:23]4[CH:22]=[C:21]([O:20][CH3:19])[CH:26]=[CH:25][N:24]=4)[NH:38][C:32]3=[N:33][CH:34]=2)=[CH:9][CH:8]=1)(=[O:6])=[O:5])[CH3:2], predict the reactants needed to synthesize it. The reactants are: [CH2:1]([NH:3][S:4]([C:7]1[CH:12]=[CH:11][C:10](Br)=[CH:9][CH:8]=1)(=[O:6])=[O:5])[CH3:2].C([O-])(=O)C.[K+].[CH3:19][O:20][C:21]1[CH:26]=[CH:25][N:24]=[C:23]([CH2:27][CH2:28][C:29]2[NH:38][C:32]3=[N:33][CH:34]=[C:35](I)[CH:36]=[C:31]3[N:30]=2)[CH:22]=1.C(=O)([O-])[O-].[K+].[K+].[Cl-].[Li+]. (3) The reactants are: [CH3:1][CH2:2][C@@:3]1([OH:60])[CH2:21][N:19]2[CH2:20][C@@H:5]([CH2:6][C@:7]([C:56]([O:58][CH3:59])=[O:57])([C:22]3[CH:23]=[C:24]4[C@:32]56[C@@H:36]7[C@:37]([CH2:52][CH3:53])([C@@H:41]([O:48][C:49]([CH3:51])=[O:50])[C@:42]([OH:47])([C:43]([O:45][CH3:46])=[O:44])[C@@H:31]5[N:30]([CH:54]=[O:55])[C:25]4=[CH:26][C:27]=3[O:28][CH3:29])[CH:38]=[CH:39][CH2:40][N:35]7[CH2:34][CH2:33]6)[C:8]3[NH:16][C:15]4[CH:14]=[CH:13][CH:12]=[CH:11][C:10]=4[C:9]=3[CH2:17][CH2:18]2)[CH2:4]1.OS(O)(=O)=O.CC[C@@]1(O)CN2C[C@H](C[C@](C(OC)=O)(C3C=C4[C@]56[C@@H]7[C@](CC)([C@@H](OC(C)=O)[C@](O)(C(OC)=O)[C@@H]5N(C)C4=CC=3OC)C=CCN7CC6)C3NC4C=CC=CC=4C=3CC2)C1.OS(O)(=O)=O. Given the product [CH3:1][CH2:2][C@@:3]1([OH:60])[CH2:21][N:19]2[CH2:20][C@@H:5]([CH2:6][C@:7]([C:56]([O:58][CH3:59])=[O:57])([C:22]3[CH:23]=[C:24]4[C@:32]56[C@@H:36]7[C@:37]([CH2:52][CH3:53])([C@@H:41]([O:48][C:49]([CH3:51])=[O:50])[C@:42]([OH:47])([C:43]([O:45][CH3:46])=[O:44])[C@@H:31]5[N:30]([CH:54]=[O:55])[C:25]4=[CH:26][C:27]=3[O:28][CH3:29])[CH:38]=[CH:39][CH2:40][N:35]7[CH2:34][CH2:33]6)[C:8]3[NH:16][C:15]4[CH:14]=[CH:13][CH:12]=[CH:11][C:10]=4[C:9]=3[CH2:17][CH2:18]2)[CH2:4]1, predict the reactants needed to synthesize it.